From a dataset of NCI-60 drug combinations with 297,098 pairs across 59 cell lines. Regression. Given two drug SMILES strings and cell line genomic features, predict the synergy score measuring deviation from expected non-interaction effect. (1) Drug 1: CNC(=O)C1=CC=CC=C1SC2=CC3=C(C=C2)C(=NN3)C=CC4=CC=CC=N4. Drug 2: C1=NC(=NC(=O)N1C2C(C(C(O2)CO)O)O)N. Cell line: SK-OV-3. Synergy scores: CSS=0.244, Synergy_ZIP=1.65, Synergy_Bliss=2.97, Synergy_Loewe=0.618, Synergy_HSA=0.981. (2) Drug 1: C1CCC(CC1)NC(=O)N(CCCl)N=O. Drug 2: CN(CCCl)CCCl.Cl. Cell line: DU-145. Synergy scores: CSS=15.8, Synergy_ZIP=-5.26, Synergy_Bliss=-0.267, Synergy_Loewe=-1.41, Synergy_HSA=-1.09. (3) Drug 1: C1=NC2=C(N1)C(=S)N=C(N2)N. Drug 2: C1=NC2=C(N1)C(=S)N=CN2. Cell line: HL-60(TB). Synergy scores: CSS=76.8, Synergy_ZIP=-4.51, Synergy_Bliss=-10.4, Synergy_Loewe=-9.29, Synergy_HSA=-8.02. (4) Drug 1: CC1CCC2CC(C(=CC=CC=CC(CC(C(=O)C(C(C(=CC(C(=O)CC(OC(=O)C3CCCCN3C(=O)C(=O)C1(O2)O)C(C)CC4CCC(C(C4)OC)O)C)C)O)OC)C)C)C)OC. Drug 2: CC1C(C(CC(O1)OC2CC(CC3=C2C(=C4C(=C3O)C(=O)C5=CC=CC=C5C4=O)O)(C(=O)C)O)N)O. Cell line: NCIH23. Synergy scores: CSS=48.8, Synergy_ZIP=12.3, Synergy_Bliss=12.4, Synergy_Loewe=12.4, Synergy_HSA=13.4. (5) Drug 1: CCC1=C2CN3C(=CC4=C(C3=O)COC(=O)C4(CC)O)C2=NC5=C1C=C(C=C5)O. Drug 2: C(CN)CNCCSP(=O)(O)O. Cell line: M14. Synergy scores: CSS=53.2, Synergy_ZIP=0.911, Synergy_Bliss=2.02, Synergy_Loewe=-47.0, Synergy_HSA=1.11. (6) Drug 1: CCCCC(=O)OCC(=O)C1(CC(C2=C(C1)C(=C3C(=C2O)C(=O)C4=C(C3=O)C=CC=C4OC)O)OC5CC(C(C(O5)C)O)NC(=O)C(F)(F)F)O. Drug 2: C1CC(=O)NC(=O)C1N2C(=O)C3=CC=CC=C3C2=O. Cell line: NCIH23. Synergy scores: CSS=49.2, Synergy_ZIP=-1.70, Synergy_Bliss=-4.26, Synergy_Loewe=-23.9, Synergy_HSA=-4.41. (7) Drug 1: C1=CC(=C2C(=C1NCCNCCO)C(=O)C3=C(C=CC(=C3C2=O)O)O)NCCNCCO. Drug 2: CC1CCC2CC(C(=CC=CC=CC(CC(C(=O)C(C(C(=CC(C(=O)CC(OC(=O)C3CCCCN3C(=O)C(=O)C1(O2)O)C(C)CC4CCC(C(C4)OC)OCCO)C)C)O)OC)C)C)C)OC. Cell line: HCT116. Synergy scores: CSS=51.1, Synergy_ZIP=-1.61, Synergy_Bliss=1.71, Synergy_Loewe=3.29, Synergy_HSA=5.25.